From a dataset of Full USPTO retrosynthesis dataset with 1.9M reactions from patents (1976-2016). Predict the reactants needed to synthesize the given product. (1) Given the product [CH3:1][N:2]1[C:6]2[CH:7]=[CH:8][N:32]=[CH:10][C:5]=2[N:4]=[C:3]1[CH2:11][O:12][C:13]1[CH:14]=[CH:15][C:16]([C:19]2[C:23]([C:24]3[CH:29]=[CH:28][N:27]=[CH:26][CH:25]=3)=[CH:22][N:21]([CH3:30])[N:20]=2)=[CH:17][CH:18]=1, predict the reactants needed to synthesize it. The reactants are: [CH3:1][N:2]1[C:6]2[CH:7]=[CH:8]C=[CH:10][C:5]=2[N:4]=[C:3]1[CH2:11][O:12][C:13]1[CH:18]=[CH:17][C:16]([C:19]2[C:23]([C:24]3[CH:29]=[CH:28][N:27]=[CH:26][CH:25]=3)=[CH:22][N:21]([CH3:30])[N:20]=2)=[CH:15][CH:14]=1.C[N:32]1C2C=CN=CC=2N=C1CO. (2) Given the product [CH3:1][N:2]1[C:10]2[C:5](=[CH:6][C:7]([C:15]3[N:20]=[CH:19][C:18]([NH2:21])=[CH:17][CH:16]=3)=[CH:8][CH:9]=2)[CH:4]=[N:3]1, predict the reactants needed to synthesize it. The reactants are: [CH3:1][N:2]1[C:10]2[C:5](=[CH:6][C:7](B(O)O)=[CH:8][CH:9]=2)[CH:4]=[N:3]1.Br[C:15]1[N:20]=[CH:19][C:18]([NH2:21])=[CH:17][CH:16]=1.O.C(=O)([O-])[O-].[K+].[K+]. (3) Given the product [Cl:1][C:2]1[N:3]=[C:4]([OH:9])[C:5]([NH:8][S:20]([CH2:19][C:14]2[CH:15]=[C:16]([Cl:18])[CH:17]=[C:12]([Cl:11])[CH:13]=2)(=[O:22])=[O:21])=[N:6][CH:7]=1, predict the reactants needed to synthesize it. The reactants are: [Cl:1][C:2]1[N:3]=[C:4]([O:9]C)[C:5]([NH2:8])=[N:6][CH:7]=1.[Cl:11][C:12]1[CH:13]=[C:14]([CH2:19][S:20](Cl)(=[O:22])=[O:21])[CH:15]=[C:16]([Cl:18])[CH:17]=1.B(Br)(Br)Br. (4) The reactants are: [F:1][C:2]1[CH:7]=[CH:6][C:5]([C:8]2[C:12]([CH2:13][O:14][C:15]3[CH:23]=[CH:22][C:18]([C:19]([OH:21])=O)=[CH:17][N:16]=3)=[C:11]([CH3:24])[O:10][N:9]=2)=[CH:4][CH:3]=1.F[B-](F)(F)F.[N:30]1(OC(N(C)C)=[N+](C)C)[C:34]2[CH:35]=CC=C[C:33]=2N=N1.C(N(CC)C(C)C)(C)C.C(N)(C)C. Given the product [F:1][C:2]1[CH:3]=[CH:4][C:5]([C:8]2[C:12]([CH2:13][O:14][C:15]3[CH:23]=[CH:22][C:18]([C:19]([NH:30][CH:34]([CH3:35])[CH3:33])=[O:21])=[CH:17][N:16]=3)=[C:11]([CH3:24])[O:10][N:9]=2)=[CH:6][CH:7]=1, predict the reactants needed to synthesize it. (5) Given the product [OH:11][CH2:10][C@H:9]([NH:8][C:6](=[O:7])[O:5][C:1]([CH3:3])([CH3:2])[CH3:4])[CH2:14][O:15][CH:16]1[CH2:21][CH2:20][CH2:19][CH2:18][O:17]1, predict the reactants needed to synthesize it. The reactants are: [C:1]([O:5][C:6]([NH:8][C@H:9]([CH2:14][O:15][CH:16]1[CH2:21][CH2:20][CH2:19][CH2:18][O:17]1)[C:10](OC)=[O:11])=[O:7])([CH3:4])([CH3:3])[CH3:2].[BH4-].[Li+].COC1C=CC(C=O)=CC=1.[OH-].[Na+]. (6) Given the product [CH3:11][N:7]1[C:8]2[C:4](=[CH:3][C:2]([NH:1][S:39]([C:36]3[CH:37]=[CH:38][C:33]([O:32][C:31]([F:44])([F:43])[F:30])=[CH:34][CH:35]=3)(=[O:41])=[O:40])=[CH:10][CH:9]=2)[C:5]([C:24]2[CH:29]=[CH:28][CH:27]=[CH:26][CH:25]=2)=[C:6]1[C:12]([NH:14][C@H:15]([C:20]([OH:22])=[O:21])[CH2:16][CH:17]([CH3:18])[CH3:19])=[O:13], predict the reactants needed to synthesize it. The reactants are: [NH2:1][C:2]1[CH:3]=[C:4]2[C:8](=[CH:9][CH:10]=1)[N:7]([CH3:11])[C:6]([C:12]([NH:14][C@H:15]([C:20]([O:22]C)=[O:21])[CH2:16][CH:17]([CH3:19])[CH3:18])=[O:13])=[C:5]2[C:24]1[CH:29]=[CH:28][CH:27]=[CH:26][CH:25]=1.[F:30][C:31]([F:44])([F:43])[O:32][C:33]1[CH:38]=[CH:37][C:36]([S:39](Cl)(=[O:41])=[O:40])=[CH:35][CH:34]=1. (7) Given the product [C:1]([OH:10])(=[O:9])[CH2:2][CH2:3][CH2:4][CH2:5][C:6]([OH:8])=[O:7].[CH2:11]([C:13]([CH2:18][OH:19])([CH2:16][OH:17])[CH2:14][CH3:15])[OH:12], predict the reactants needed to synthesize it. The reactants are: [C:1]([OH:10])(=[O:9])[CH2:2][CH2:3][CH2:4][CH2:5][C:6]([OH:8])=[O:7].[CH2:11]([C:13]([CH2:18][OH:19])([CH2:16][OH:17])[CH2:14][CH3:15])[OH:12].C1(C)C=CC=CC=1. (8) Given the product [S:2]1[CH:1]=[C:5]([OH:6])[C:4]2[CH:9]=[CH:10][CH:11]=[CH:12][C:3]1=2, predict the reactants needed to synthesize it. The reactants are: [CH3:1][S:2][C:3]1[CH:12]=[CH:11][CH:10]=[CH:9][C:4]=1[C:5](OC)=[O:6].[Li+].CC([N-]C(C)C)C.[Cl-].[NH4+].